Dataset: Catalyst prediction with 721,799 reactions and 888 catalyst types from USPTO. Task: Predict which catalyst facilitates the given reaction. (1) Reactant: [CH3:1][O:2][C:3]1[CH:4]=[C:5]([C:13]2[CH:21]=[C:20]3[C:16]([CH:17]=[N:18][N:19]3S(C3C(C)=CC(C)=CC=3C)(=O)=O)=[CH:15][CH:14]=2)[CH:6]=[CH:7][C:8]=1[O:9][CH2:10][O:11][CH3:12].[OH-].[Na+].Cl.C(=O)(O)[O-].[Na+]. Product: [CH3:1][O:2][C:3]1[CH:4]=[C:5]([C:13]2[CH:21]=[C:20]3[C:16]([CH:17]=[N:18][NH:19]3)=[CH:15][CH:14]=2)[CH:6]=[CH:7][C:8]=1[O:9][CH2:10][O:11][CH3:12]. The catalyst class is: 36. (2) The catalyst class is: 3. Product: [NH2:23][C:20]1[CH:21]=[CH:22][C:17]([CH2:16][C@H:11]([NH:10][C:34]([O:33][CH2:26][C:27]2[CH:32]=[CH:31][CH:30]=[CH:29][CH:28]=2)=[O:35])[C:12]([O:14][CH3:15])=[O:13])=[CH:18][CH:19]=1. Reactant: C(N(C(C)C)CC)(C)C.[NH2:10][C@@H:11]([CH2:16][C:17]1[CH:22]=[CH:21][C:20]([N+:23]([O-])=O)=[CH:19][CH:18]=1)[C:12]([O:14][CH3:15])=[O:13].[CH2:26]([O:33][C:34](ON1C(=O)CCC1=O)=[O:35])[C:27]1[CH:32]=[CH:31][CH:30]=[CH:29][CH:28]=1. (3) The catalyst class is: 4. Reactant: Cl.[CH2:2]([NH2:4])[CH3:3].C[Al](C)C.[CH3:9][N:10]1[C:14]([NH:15][C:16](=[O:32])[C@@H:17]([NH:25][CH2:26][C:27](OCC)=[O:28])[CH2:18][C:19]2[CH:24]=[CH:23][CH:22]=[CH:21][CH:20]=2)=[CH:13][C:12]([C:33]2[CH:38]=[CH:37][N:36]=[CH:35][CH:34]=2)=[N:11]1.[Cl-].[NH4+]. Product: [CH2:2]([NH:4][C:27]([CH2:26][NH:25][C@@H:17]([CH2:18][C:19]1[CH:24]=[CH:23][CH:22]=[CH:21][CH:20]=1)[C:16]([NH:15][C:14]1[N:10]([CH3:9])[N:11]=[C:12]([C:33]2[CH:38]=[CH:37][N:36]=[CH:35][CH:34]=2)[CH:13]=1)=[O:32])=[O:28])[CH3:3].